Regression. Given a peptide amino acid sequence and an MHC pseudo amino acid sequence, predict their binding affinity value. This is MHC class II binding data. From a dataset of Peptide-MHC class II binding affinity with 134,281 pairs from IEDB. The peptide sequence is FEAAFNDAIKASTGG. The MHC is HLA-DQA10501-DQB10201 with pseudo-sequence HLA-DQA10501-DQB10201. The binding affinity (normalized) is 0.0508.